This data is from Catalyst prediction with 721,799 reactions and 888 catalyst types from USPTO. The task is: Predict which catalyst facilitates the given reaction. (1) Reactant: C(OC(=O)[NH:7][C:8]1[CH:13]=[C:12]([N:14]2[CH2:18][CH2:17][CH2:16][CH2:15]2)[C:11]([CH3:19])=[CH:10][C:9]=1[NH:20][C:21](=[O:44])[CH2:22][C:23](=O)[C:24]1[CH:29]=[CH:28][CH:27]=[C:26]([N:30]2[C:34]([CH2:35][O:36]C3CCCCO3)=[CH:33][N:32]=[N:31]2)[CH:25]=1)(C)(C)C.C(O)(C(F)(F)F)=O. Product: [OH:36][CH2:35][C:34]1[N:30]([C:26]2[CH:25]=[C:24]([C:23]3[CH2:22][C:21](=[O:44])[NH:20][C:9]4[CH:10]=[C:11]([CH3:19])[C:12]([N:14]5[CH2:18][CH2:17][CH2:16][CH2:15]5)=[CH:13][C:8]=4[N:7]=3)[CH:29]=[CH:28][CH:27]=2)[N:31]=[N:32][CH:33]=1. The catalyst class is: 2. (2) Reactant: [Cl:1][C:2]1[CH:3]=[C:4]2[C:9](=[CH:10][C:11]=1[C:12]([N:14]1[CH2:18][CH2:17][CH2:16][CH2:15]1)=[O:13])[N:8]=[CH:7][N:6]=[C:5]2[NH:19][CH:20]([C:26]1[N:30](C(OC(C)(C)C)=O)[C:29]2[CH:38]=[CH:39][C:40]([Cl:42])=[CH:41][C:28]=2[N:27]=1)[CH2:21][CH2:22][C:23](O)=[O:24].[S:43]1[CH:47]=[CH:46][N:45]=[C:44]1[N:48]1[CH2:53][CH2:52][NH:51][CH2:50][CH2:49]1.CN(C(ON1N=NC2C=CC=CC1=2)=[N+](C)C)C.[B-](F)(F)(F)F.FC(F)(F)C(O)=O. Product: [Cl:1][C:2]1[CH:3]=[C:4]2[C:9](=[CH:10][C:11]=1[C:12]([N:14]1[CH2:15][CH2:16][CH2:17][CH2:18]1)=[O:13])[N:8]=[CH:7][N:6]=[C:5]2[NH:19][CH:20]([C:26]1[NH:30][C:29]2[CH:38]=[CH:39][C:40]([Cl:42])=[CH:41][C:28]=2[N:27]=1)[CH2:21][CH2:22][C:23]([N:51]1[CH2:52][CH2:53][N:48]([C:44]2[S:43][CH:47]=[CH:46][N:45]=2)[CH2:49][CH2:50]1)=[O:24]. The catalyst class is: 783.